This data is from Reaction yield outcomes from USPTO patents with 853,638 reactions. The task is: Predict the reaction yield, written as a fraction of the theoretical maximum amount of product (1.0 means a 100% yield; for example, 0.34 means a 34% yield). (1) The reactants are [OH:1][CH2:2][CH:3]([CH2:14][OH:15])[CH2:4][CH2:5][N:6]1[CH:11]=[CH:10][C:9](=[O:12])[NH:8][C:7]1=[O:13].C(N(CC)CC)C.[C:23](Cl)([C:36]1[CH:41]=[CH:40][CH:39]=[CH:38][CH:37]=1)([C:30]1[CH:35]=[CH:34][CH:33]=[CH:32][CH:31]=1)[C:24]1[CH:29]=[CH:28][CH:27]=[CH:26][CH:25]=1. The catalyst is CN(C=O)C.CN(C1C=CN=CC=1)C.O. The product is [OH:1][CH2:2][CH:3]([CH2:14][O:15][C:23]([C:24]1[CH:29]=[CH:28][CH:27]=[CH:26][CH:25]=1)([C:36]1[CH:37]=[CH:38][CH:39]=[CH:40][CH:41]=1)[C:30]1[CH:31]=[CH:32][CH:33]=[CH:34][CH:35]=1)[CH2:4][CH2:5][N:6]1[CH:11]=[CH:10][C:9](=[O:12])[NH:8][C:7]1=[O:13]. The yield is 0.340. (2) The catalyst is C1(C)C=CC=CC=1.C(OC(=O)C)(=O)C. The reactants are [CH2:1]([O:8][C:9]1[CH:10]=[C:11]([C:15]2[N:20]=[C:19]([NH:21][CH2:22][CH2:23][O:24][CH2:25][C:26]([OH:28])=O)[C:18]([N+:29]([O-:31])=[O:30])=[C:17]([CH3:32])[N:16]=2)[CH:12]=[CH:13][CH:14]=1)[C:2]1[CH:7]=[CH:6][CH:5]=[CH:4][CH:3]=1.N1C=CC=CC=1. The yield is 0.930. The product is [CH2:1]([O:8][C:9]1[CH:10]=[C:11]([C:15]2[N:20]=[C:19]([N:21]3[CH2:22][CH2:23][O:24][CH2:25][C:26]3=[O:28])[C:18]([N+:29]([O-:31])=[O:30])=[C:17]([CH3:32])[N:16]=2)[CH:12]=[CH:13][CH:14]=1)[C:2]1[CH:3]=[CH:4][CH:5]=[CH:6][CH:7]=1.